Dataset: Forward reaction prediction with 1.9M reactions from USPTO patents (1976-2016). Task: Predict the product of the given reaction. (1) Given the reactants OCCCN1C=C(C2C=CC(N[C:22]3[C:27]([C:28]([F:31])([F:30])[F:29])=[CH:26][N:25]=[C:24]([NH:32][C:33]4[CH:47]=[CH:46][C:36]([CH2:37][P:38](=[O:45])([O:42][CH2:43][CH3:44])[O:39][CH2:40][CH3:41])=[CH:35][C:34]=4[O:48][CH3:49])[N:23]=3)=C3C=2CN(C)C3=O)C=N1.C(OP1(=O)CC2C=CC(=CC=2)NC2=NC(=C(C(F)(F)F)C=N2)NC2C=CC(=NC=2C(NC)=O)C2=CN(N=C2)CCCCO1)C.[NH2:94][C:95]1[C:96]([C:112]([NH:114][CH3:115])=[O:113])=[N:97][C:98]([C:101]2[CH:102]=[N:103][N:104]([CH2:106][C:107]([F:111])([F:110])[CH2:108][OH:109])[CH:105]=2)=[CH:99][CH:100]=1, predict the reaction product. The product is: [F:110][C:107]([F:111])([CH2:108][OH:109])[CH2:106][N:104]1[CH:105]=[C:101]([C:98]2[N:97]=[C:96]([C:112](=[O:113])[NH:114][CH3:115])[C:95]([NH:94][C:26]3[C:27]([C:28]([F:29])([F:30])[F:31])=[CH:22][N:23]=[C:24]([NH:32][C:33]4[CH:47]=[CH:46][C:36]([CH2:37][P:38](=[O:45])([O:42][CH2:43][CH3:44])[O:39][CH2:40][CH3:41])=[CH:35][C:34]=4[O:48][CH3:49])[N:25]=3)=[CH:100][CH:99]=2)[CH:102]=[N:103]1. (2) Given the reactants [C:1]1([C:7]2[C:8]3[CH:16]=[CH:15][S:14][C:9]=3[C:10](=O)[NH:11][N:12]=2)[CH:6]=[CH:5][CH:4]=[CH:3][CH:2]=1.O=P(Cl)(Cl)[Cl:19], predict the reaction product. The product is: [Cl:19][C:10]1[C:9]2[S:14][CH:15]=[CH:16][C:8]=2[C:7]([C:1]2[CH:6]=[CH:5][CH:4]=[CH:3][CH:2]=2)=[N:12][N:11]=1. (3) Given the reactants CC1(C)[O:6][C@@H:5]([CH2:7][CH2:8][NH:9][C:10]([CH:12]2[N:19]3[CH:15]([CH2:16][C:17]([CH3:21])([CH3:20])[CH2:18]3)[C:14]([C:24]3[CH:29]=[CH:28][C:27]([Cl:30])=[CH:26][C:25]=3[F:31])([C:22]#[N:23])[CH:13]2[C:32]2[CH:37]=[CH:36][CH:35]=[C:34]([Cl:38])[C:33]=2[F:39])=[O:11])[CH2:4][O:3]1.Cl, predict the reaction product. The product is: [OH:6][C@H:5]([CH2:4][OH:3])[CH2:7][CH2:8][NH:9][C:10]([CH:12]1[N:19]2[CH:15]([CH2:16][C:17]([CH3:20])([CH3:21])[CH2:18]2)[C:14]([C:24]2[CH:29]=[CH:28][C:27]([Cl:30])=[CH:26][C:25]=2[F:31])([C:22]#[N:23])[CH:13]1[C:32]1[CH:37]=[CH:36][CH:35]=[C:34]([Cl:38])[C:33]=1[F:39])=[O:11].